Dataset: Peptide-MHC class II binding affinity with 134,281 pairs from IEDB. Task: Regression. Given a peptide amino acid sequence and an MHC pseudo amino acid sequence, predict their binding affinity value. This is MHC class II binding data. (1) The peptide sequence is CDERVSSDQSALSEF. The MHC is HLA-DQA10102-DQB10501 with pseudo-sequence HLA-DQA10102-DQB10501. The binding affinity (normalized) is 0.599. (2) The peptide sequence is VEVQDDGTMKIKDEE. The MHC is DRB1_0301 with pseudo-sequence DRB1_0301. The binding affinity (normalized) is 0.693. (3) The MHC is DRB3_0101 with pseudo-sequence DRB3_0101. The peptide sequence is PSWASVKEDLVAYGG. The binding affinity (normalized) is 0.276. (4) The peptide sequence is VSKAPQLVPKLDEVY. The MHC is HLA-DQA10501-DQB10201 with pseudo-sequence HLA-DQA10501-DQB10201. The binding affinity (normalized) is 0.278. (5) The peptide sequence is KFVDSTVVASVTIID. The MHC is DRB1_0701 with pseudo-sequence DRB1_0701. The binding affinity (normalized) is 0.660.